Dataset: Full USPTO retrosynthesis dataset with 1.9M reactions from patents (1976-2016). Task: Predict the reactants needed to synthesize the given product. (1) The reactants are: [F:1][CH2:2][CH2:3][OH:4].O1CCCC1.[H-].[Na+].[Br:12][C:13]1[CH:14]=[CH:15][C:16](Cl)=[N:17][CH:18]=1. Given the product [F:1][CH2:2][CH2:3][O:4][C:16]1[CH:15]=[CH:14][C:13]([Br:12])=[CH:18][N:17]=1, predict the reactants needed to synthesize it. (2) Given the product [CH3:1][O:2][C:3](=[O:11])[C:4]1[CH:9]=[CH:8][CH:7]=[C:6]([NH:10][C:22](=[O:23])[C:21]2[CH:25]=[CH:26][CH:27]=[CH:28][C:20]=2[CH3:19])[CH:5]=1, predict the reactants needed to synthesize it. The reactants are: [CH3:1][O:2][C:3](=[O:11])[C:4]1[CH:9]=[CH:8][CH:7]=[C:6]([NH2:10])[CH:5]=1.C(N(CC)CC)C.[CH3:19][C:20]1[CH:28]=[CH:27][CH:26]=[CH:25][C:21]=1[C:22](Cl)=[O:23]. (3) Given the product [ClH:24].[CH2:1]([O:5][C:6]1[CH:7]=[CH:8][C:9]2[CH2:10][NH:11][CH2:12][CH2:13][O:14][C:15]=2[N:16]=1)[CH2:2][CH2:3][CH3:4], predict the reactants needed to synthesize it. The reactants are: [CH2:1]([O:5][C:6]1[CH:7]=[CH:8][C:9]2[CH2:10][N:11](C(OC(C)(C)C)=O)[CH2:12][CH2:13][O:14][C:15]=2[N:16]=1)[CH2:2][CH2:3][CH3:4].[ClH:24].C(OCC)(=O)C. (4) Given the product [F:1][C:2]1[CH:7]=[CH:6][C:5]([C@H:8]([NH:10][C@H:11]2[CH2:15][CH2:14][C@@H:13]([C:16]3[CH:21]=[CH:20][C:19]([NH:25][CH2:26][CH:27]([OH:30])[CH2:28][OH:29])=[N:18][CH:17]=3)[CH2:12]2)[CH3:9])=[CH:4][C:3]=1[O:23][CH3:24], predict the reactants needed to synthesize it. The reactants are: [F:1][C:2]1[CH:7]=[CH:6][C:5]([C@H:8]([NH:10][C@H:11]2[CH2:15][CH2:14][C@@H:13]([C:16]3[CH:17]=[N:18][C:19](F)=[CH:20][CH:21]=3)[CH2:12]2)[CH3:9])=[CH:4][C:3]=1[O:23][CH3:24].[NH2:25][CH2:26][CH:27]([OH:30])[CH2:28][OH:29]. (5) Given the product [Cl:40][C:37]1[CH:36]=[CH:35][C:34]([CH:32]([OH:33])[C:19]2[C:16]3[C:17](=[O:18])[N:12]([CH2:11][CH2:10][CH2:9][O:8][CH:68]4[CH2:69][CH2:58][CH2:65][CH2:66][O:67]4)[C:13](=[O:42])[N:14]([CH3:41])[C:15]=3[N:22]=[CH:21][C:20]=2[C:50]2[CH:49]=[CH:48][CH:47]=[C:46]([O:45][C:44]([F:56])([F:55])[F:43])[CH:51]=2)=[CH:39][CH:38]=1, predict the reactants needed to synthesize it. The reactants are: [Si]([O:8][CH2:9][CH2:10][CH2:11][N:12]1[C:17](=[O:18])[C:16]2[C:19]([CH:32]([C:34]3[CH:39]=[CH:38][C:37]([Cl:40])=[CH:36][CH:35]=3)[OH:33])=[C:20](C3C=CC=CC=3C(C)C)[CH:21]=[N:22][C:15]=2[N:14]([CH3:41])[C:13]1=[O:42])(C(C)(C)C)(C)C.[F:43][C:44]([F:56])([F:55])[O:45][C:46]1[CH:47]=[C:48](B(O)O)[CH:49]=[CH:50][CH:51]=1.O.[C:58]([O-])([O-])=O.[K+].[K+].O1[CH2:69][CH2:68][O:67][CH2:66][CH2:65]1. (6) Given the product [CH3:16][NH:17][C:18]([C:20]1[S:21][CH:22]=[CH:23][C:24]=1[NH:25][C:26]1[C:31]([Cl:32])=[CH:30][N:29]=[C:28]([NH:15][C:12]2[CH:13]=[CH:14][C:8]3[CH2:7][CH2:6][CH2:5][C:4]4[N:10]([CH:1]=[CH:2][N:3]=4)[C:9]=3[CH:11]=2)[N:27]=1)=[O:19], predict the reactants needed to synthesize it. The reactants are: [CH:1]1[N:10]2[C:4]([CH2:5][CH2:6][CH2:7][C:8]3[CH:14]=[CH:13][C:12]([NH2:15])=[CH:11][C:9]=32)=[N:3][CH:2]=1.[CH3:16][NH:17][C:18]([C:20]1[S:21][CH:22]=[CH:23][C:24]=1[NH:25][C:26]1[C:31]([Cl:32])=[CH:30][N:29]=[C:28](Cl)[N:27]=1)=[O:19].